This data is from NCI-60 drug combinations with 297,098 pairs across 59 cell lines. The task is: Regression. Given two drug SMILES strings and cell line genomic features, predict the synergy score measuring deviation from expected non-interaction effect. (1) Drug 1: CCC1(CC2CC(C3=C(CCN(C2)C1)C4=CC=CC=C4N3)(C5=C(C=C6C(=C5)C78CCN9C7C(C=CC9)(C(C(C8N6C=O)(C(=O)OC)O)OC(=O)C)CC)OC)C(=O)OC)O.OS(=O)(=O)O. Drug 2: CCC1(C2=C(COC1=O)C(=O)N3CC4=CC5=C(C=CC(=C5CN(C)C)O)N=C4C3=C2)O.Cl. Cell line: SF-295. Synergy scores: CSS=28.7, Synergy_ZIP=-0.810, Synergy_Bliss=-0.903, Synergy_Loewe=-32.6, Synergy_HSA=-3.39. (2) Drug 1: C1=CC(=CC=C1CC(C(=O)O)N)N(CCCl)CCCl.Cl. Drug 2: CS(=O)(=O)CCNCC1=CC=C(O1)C2=CC3=C(C=C2)N=CN=C3NC4=CC(=C(C=C4)OCC5=CC(=CC=C5)F)Cl. Cell line: UACC-257. Synergy scores: CSS=-7.78, Synergy_ZIP=2.19, Synergy_Bliss=0.345, Synergy_Loewe=-5.68, Synergy_HSA=-5.10. (3) Drug 1: CC(C1=C(C=CC(=C1Cl)F)Cl)OC2=C(N=CC(=C2)C3=CN(N=C3)C4CCNCC4)N. Drug 2: C1CCN(CC1)CCOC2=CC=C(C=C2)C(=O)C3=C(SC4=C3C=CC(=C4)O)C5=CC=C(C=C5)O. Cell line: HCT-15. Synergy scores: CSS=8.98, Synergy_ZIP=4.14, Synergy_Bliss=7.11, Synergy_Loewe=6.86, Synergy_HSA=6.51.